From a dataset of Full USPTO retrosynthesis dataset with 1.9M reactions from patents (1976-2016). Predict the reactants needed to synthesize the given product. (1) Given the product [CH2:21]([O:20][CH2:19][CH2:18][CH2:17][O:8][C:5]1[CH:6]=[CH:7][C:2]([Br:1])=[C:3]([CH3:9])[CH:4]=1)[C:22]1[CH:27]=[CH:26][CH:25]=[CH:24][CH:23]=1, predict the reactants needed to synthesize it. The reactants are: [Br:1][C:2]1[CH:7]=[CH:6][C:5]([OH:8])=[CH:4][C:3]=1[CH3:9].C(=O)([O-])[O-].[Cs+].[Cs+].Br[CH2:17][CH2:18][CH2:19][O:20][CH2:21][C:22]1[CH:27]=[CH:26][CH:25]=[CH:24][CH:23]=1.[I-].[Na+]. (2) Given the product [NH2:10][C:4]1[CH:3]=[C:2]([Br:1])[N:7]=[CH:6][C:5]=1[N:8]([CH3:9])[C:26]([C:17]1[C:16]([S:13]([CH2:11][CH3:12])(=[O:14])=[O:15])=[CH:21][C:20]([C:22]([F:23])([F:24])[F:25])=[CH:19][N:18]=1)=[O:28], predict the reactants needed to synthesize it. The reactants are: [Br:1][C:2]1[N:7]=[CH:6][C:5]([NH:8][CH3:9])=[C:4]([NH2:10])[CH:3]=1.[CH2:11]([S:13]([C:16]1[C:17]([C:26]([OH:28])=O)=[N:18][CH:19]=[C:20]([C:22]([F:25])([F:24])[F:23])[CH:21]=1)(=[O:15])=[O:14])[CH3:12].CN(C(ON1N=NC2C=CC=NC1=2)=[N+](C)C)C.F[P-](F)(F)(F)(F)F.CCN(C(C)C)C(C)C. (3) Given the product [Cl:1][C:2]1[CH:3]=[C:4]([C:9]2([C:21]([F:22])([F:24])[F:23])[O:13][N:12]=[C:11]([C:14]3[CH:15]=[CH:16][C:17]([N:18]4[CH:29]=[N:28][CH:31]=[N:33]4)=[CH:19][CH:20]=3)[CH2:10]2)[CH:5]=[C:6]([Cl:8])[CH:7]=1, predict the reactants needed to synthesize it. The reactants are: [Cl:1][C:2]1[CH:3]=[C:4]([C:9]2([C:21]([F:24])([F:23])[F:22])[O:13][N:12]=[C:11]([C:14]3[CH:20]=[CH:19][C:17]([NH2:18])=[CH:16][CH:15]=3)[CH2:10]2)[CH:5]=[C:6]([Cl:8])[CH:7]=1.C(N[NH:28][CH:29]=O)=O.[CH2:31]([N:33](CC)CC)C.C[Si](C)(C)Cl. (4) The reactants are: [Br:1][C:2]1[CH:11]=[C:10]2[C:5]([CH:6]=[CH:7][CH:8]=[N:9]2)=[C:4]([O:12]C)[CH:3]=1.Br.N. Given the product [OH:12][C:4]1[CH:3]=[C:2]([Br:1])[CH:11]=[C:10]2[C:5]=1[CH:6]=[CH:7][CH:8]=[N:9]2, predict the reactants needed to synthesize it.